Dataset: NCI-60 drug combinations with 297,098 pairs across 59 cell lines. Task: Regression. Given two drug SMILES strings and cell line genomic features, predict the synergy score measuring deviation from expected non-interaction effect. (1) Drug 1: CC12CCC(CC1=CCC3C2CCC4(C3CC=C4C5=CN=CC=C5)C)O. Drug 2: C1=NNC2=C1C(=O)NC=N2. Cell line: CCRF-CEM. Synergy scores: CSS=44.2, Synergy_ZIP=-1.10, Synergy_Bliss=-0.783, Synergy_Loewe=-1.18, Synergy_HSA=-0.132. (2) Drug 1: C1CN1P(=S)(N2CC2)N3CC3. Drug 2: CC1CCC2CC(C(=CC=CC=CC(CC(C(=O)C(C(C(=CC(C(=O)CC(OC(=O)C3CCCCN3C(=O)C(=O)C1(O2)O)C(C)CC4CCC(C(C4)OC)OCCO)C)C)O)OC)C)C)C)OC. Cell line: HCC-2998. Synergy scores: CSS=8.75, Synergy_ZIP=-6.08, Synergy_Bliss=-0.184, Synergy_Loewe=-2.13, Synergy_HSA=0.410. (3) Drug 1: CCC(=C(C1=CC=CC=C1)C2=CC=C(C=C2)OCCN(C)C)C3=CC=CC=C3.C(C(=O)O)C(CC(=O)O)(C(=O)O)O. Drug 2: CS(=O)(=O)CCNCC1=CC=C(O1)C2=CC3=C(C=C2)N=CN=C3NC4=CC(=C(C=C4)OCC5=CC(=CC=C5)F)Cl. Cell line: SF-295. Synergy scores: CSS=0.581, Synergy_ZIP=0.426, Synergy_Bliss=-0.0701, Synergy_Loewe=-0.909, Synergy_HSA=-0.909. (4) Drug 1: C1=CC(=CC=C1CC(C(=O)O)N)N(CCCl)CCCl.Cl. Drug 2: CCN(CC)CCCC(C)NC1=C2C=C(C=CC2=NC3=C1C=CC(=C3)Cl)OC. Cell line: SN12C. Synergy scores: CSS=27.6, Synergy_ZIP=-6.65, Synergy_Bliss=2.07, Synergy_Loewe=-1.10, Synergy_HSA=1.51. (5) Synergy scores: CSS=-7.91, Synergy_ZIP=1.16, Synergy_Bliss=-8.85, Synergy_Loewe=-8.23, Synergy_HSA=-10.5. Cell line: HCT-15. Drug 1: CC1=C(C=C(C=C1)C(=O)NC2=CC(=CC(=C2)C(F)(F)F)N3C=C(N=C3)C)NC4=NC=CC(=N4)C5=CN=CC=C5. Drug 2: C1CNP(=O)(OC1)N(CCCl)CCCl.